From a dataset of Buchwald-Hartwig C-N cross coupling reaction yields with 55,370 reactions. Predict the reaction yield, written as a fraction of the theoretical maximum amount of product (1.0 means a 100% yield; for example, 0.34 means a 34% yield). (1) The reactants are Brc1cccnc1.Cc1ccc(N)cc1.O=S(=O)(O[Pd]1c2ccccc2-c2ccccc2N~1)C(F)(F)F.COc1ccc(OC)c(P([C@]23C[C@H]4C[C@H](C[C@H](C4)C2)C3)[C@]23C[C@H]4C[C@H](C[C@H](C4)C2)C3)c1-c1c(C(C)C)cc(C(C)C)cc1C(C)C.CN(C)C(=NC(C)(C)C)N(C)C.c1ccc(CN(Cc2ccccc2)c2ccon2)cc1. No catalyst specified. The product is Cc1ccc(Nc2cccnc2)cc1. The yield is 0.605. (2) The reactants are Clc1ccccn1.Cc1ccc(N)cc1.O=S(=O)(O[Pd]1c2ccccc2-c2ccccc2N~1)C(F)(F)F.COc1ccc(OC)c(P([C@]23C[C@H]4C[C@H](C[C@H](C4)C2)C3)[C@]23C[C@H]4C[C@H](C[C@H](C4)C2)C3)c1-c1c(C(C)C)cc(C(C)C)cc1C(C)C.CN1CCCN2CCCN=C12.Cc1ccno1. No catalyst specified. The product is Cc1ccc(Nc2ccccn2)cc1. The yield is 0.700. (3) The reactants are FC(F)(F)c1ccc(Br)cc1.Cc1ccc(N)cc1.O=S(=O)(O[Pd]1c2ccccc2-c2ccccc2N~1)C(F)(F)F.CC(C)c1cc(C(C)C)c(-c2ccccc2P(C2CCCCC2)C2CCCCC2)c(C(C)C)c1.CN1CCCN2CCCN=C12.COC(=O)c1cc(-c2cccs2)on1. No catalyst specified. The product is Cc1ccc(Nc2ccc(C(F)(F)F)cc2)cc1. The yield is 0.260. (4) The reactants are CCc1ccc(I)cc1.Cc1ccc(N)cc1.O=S(=O)(O[Pd]1c2ccccc2-c2ccccc2N~1)C(F)(F)F.CC(C)c1cc(C(C)C)c(-c2ccccc2P(C2CCCCC2)C2CCCCC2)c(C(C)C)c1.CCN=P(N=P(N(C)C)(N(C)C)N(C)C)(N(C)C)N(C)C.COC(=O)c1ccno1. No catalyst specified. The product is CCc1ccc(Nc2ccc(C)cc2)cc1. The yield is 0.102. (5) The yield is 0.361. The reactants are Ic1ccccn1.Cc1ccc(N)cc1.O=S(=O)(O[Pd]1c2ccccc2-c2ccccc2N~1)C(F)(F)F.COc1ccc(OC)c(P(C(C)(C)C)C(C)(C)C)c1-c1c(C(C)C)cc(C(C)C)cc1C(C)C.CCN=P(N=P(N(C)C)(N(C)C)N(C)C)(N(C)C)N(C)C.CCOC(=O)c1cnoc1C. The product is Cc1ccc(Nc2ccccn2)cc1. No catalyst specified. (6) The product is COc1ccc(Nc2ccc(C)cc2)cc1. The reactants are COc1ccc(I)cc1.Cc1ccc(N)cc1.O=S(=O)(O[Pd]1c2ccccc2-c2ccccc2N~1)C(F)(F)F.CC(C)c1cc(C(C)C)c(-c2ccccc2P(C2CCCCC2)C2CCCCC2)c(C(C)C)c1.CN1CCCN2CCCN=C12.CCOC(=O)c1ccon1. No catalyst specified. The yield is 0.155. (7) The reactants are CCc1ccc(Br)cc1.Cc1ccc(N)cc1.O=S(=O)(O[Pd]1c2ccccc2-c2ccccc2N~1)C(F)(F)F.COc1ccc(OC)c(P([C@]23C[C@H]4C[C@H](C[C@H](C4)C2)C3)[C@]23C[C@H]4C[C@H](C[C@H](C4)C2)C3)c1-c1c(C(C)C)cc(C(C)C)cc1C(C)C.CCN=P(N=P(N(C)C)(N(C)C)N(C)C)(N(C)C)N(C)C.c1ccc2nocc2c1. No catalyst specified. The product is CCc1ccc(Nc2ccc(C)cc2)cc1. The yield is 0.0724.